From a dataset of Merck oncology drug combination screen with 23,052 pairs across 39 cell lines. Regression. Given two drug SMILES strings and cell line genomic features, predict the synergy score measuring deviation from expected non-interaction effect. (1) Drug 1: N.N.O=C(O)C1(C(=O)O)CCC1.[Pt]. Cell line: T47D. Drug 2: O=C(CCCCCCC(=O)Nc1ccccc1)NO. Synergy scores: synergy=39.9. (2) Drug 1: NC1(c2ccc(-c3nc4ccn5c(=O)[nH]nc5c4cc3-c3ccccc3)cc2)CCC1. Drug 2: Cc1nc(Nc2ncc(C(=O)Nc3c(C)cccc3Cl)s2)cc(N2CCN(CCO)CC2)n1. Cell line: ES2. Synergy scores: synergy=19.8. (3) Drug 1: CCN(CC)CCNC(=O)c1c(C)[nH]c(C=C2C(=O)Nc3ccc(F)cc32)c1C. Drug 2: NC1(c2ccc(-c3nc4ccn5c(=O)[nH]nc5c4cc3-c3ccccc3)cc2)CCC1. Cell line: ES2. Synergy scores: synergy=-0.969.